This data is from NCI-60 drug combinations with 297,098 pairs across 59 cell lines. The task is: Regression. Given two drug SMILES strings and cell line genomic features, predict the synergy score measuring deviation from expected non-interaction effect. (1) Drug 1: CC12CCC3C(C1CCC2=O)CC(=C)C4=CC(=O)C=CC34C. Drug 2: C1=NC2=C(N1)C(=S)N=CN2. Cell line: SK-MEL-5. Synergy scores: CSS=43.7, Synergy_ZIP=-1.60, Synergy_Bliss=1.70, Synergy_Loewe=-0.869, Synergy_HSA=3.70. (2) Drug 1: CC1C(C(=O)NC(C(=O)N2CCCC2C(=O)N(CC(=O)N(C(C(=O)O1)C(C)C)C)C)C(C)C)NC(=O)C3=C4C(=C(C=C3)C)OC5=C(C(=O)C(=C(C5=N4)C(=O)NC6C(OC(=O)C(N(C(=O)CN(C(=O)C7CCCN7C(=O)C(NC6=O)C(C)C)C)C)C(C)C)C)N)C. Drug 2: C1C(C(OC1N2C=NC3=C(N=C(N=C32)Cl)N)CO)O. Cell line: M14. Synergy scores: CSS=30.1, Synergy_ZIP=-1.97, Synergy_Bliss=1.31, Synergy_Loewe=-4.15, Synergy_HSA=1.51. (3) Drug 1: C1=NC(=NC(=O)N1C2C(C(C(O2)CO)O)O)N. Drug 2: CCCCC(=O)OCC(=O)C1(CC(C2=C(C1)C(=C3C(=C2O)C(=O)C4=C(C3=O)C=CC=C4OC)O)OC5CC(C(C(O5)C)O)NC(=O)C(F)(F)F)O. Cell line: SK-MEL-28. Synergy scores: CSS=51.9, Synergy_ZIP=1.31, Synergy_Bliss=1.43, Synergy_Loewe=-16.3, Synergy_HSA=0.851. (4) Drug 1: C1CCN(CC1)CCOC2=CC=C(C=C2)C(=O)C3=C(SC4=C3C=CC(=C4)O)C5=CC=C(C=C5)O. Drug 2: CCC1(CC2CC(C3=C(CCN(C2)C1)C4=CC=CC=C4N3)(C5=C(C=C6C(=C5)C78CCN9C7C(C=CC9)(C(C(C8N6C)(C(=O)OC)O)OC(=O)C)CC)OC)C(=O)OC)O.OS(=O)(=O)O. Cell line: OVCAR-4. Synergy scores: CSS=19.9, Synergy_ZIP=1.96, Synergy_Bliss=2.88, Synergy_Loewe=-16.3, Synergy_HSA=0.608.